From a dataset of NCI-60 drug combinations with 297,098 pairs across 59 cell lines. Regression. Given two drug SMILES strings and cell line genomic features, predict the synergy score measuring deviation from expected non-interaction effect. (1) Drug 1: CN1CCC(CC1)COC2=C(C=C3C(=C2)N=CN=C3NC4=C(C=C(C=C4)Br)F)OC. Drug 2: C1=CN(C=N1)CC(O)(P(=O)(O)O)P(=O)(O)O. Cell line: HT29. Synergy scores: CSS=4.28, Synergy_ZIP=1.89, Synergy_Bliss=2.78, Synergy_Loewe=-3.34, Synergy_HSA=-0.327. (2) Drug 1: C1=NC2=C(N=C(N=C2N1C3C(C(C(O3)CO)O)O)F)N. Drug 2: CS(=O)(=O)CCNCC1=CC=C(O1)C2=CC3=C(C=C2)N=CN=C3NC4=CC(=C(C=C4)OCC5=CC(=CC=C5)F)Cl. Cell line: HOP-62. Synergy scores: CSS=-1.40, Synergy_ZIP=-4.24, Synergy_Bliss=-6.18, Synergy_Loewe=-18.2, Synergy_HSA=-7.38.